Task: Regression. Given two drug SMILES strings and cell line genomic features, predict the synergy score measuring deviation from expected non-interaction effect.. Dataset: NCI-60 drug combinations with 297,098 pairs across 59 cell lines (1) Drug 1: CC(C)(C#N)C1=CC(=CC(=C1)CN2C=NC=N2)C(C)(C)C#N. Drug 2: C1CCC(C(C1)N)N.C(=O)(C(=O)[O-])[O-].[Pt+4]. Cell line: HCC-2998. Synergy scores: CSS=25.0, Synergy_ZIP=1.74, Synergy_Bliss=2.49, Synergy_Loewe=3.75, Synergy_HSA=1.89. (2) Drug 1: CCN(CC)CCNC(=O)C1=C(NC(=C1C)C=C2C3=C(C=CC(=C3)F)NC2=O)C. Drug 2: C(CN)CNCCSP(=O)(O)O. Cell line: SF-539. Synergy scores: CSS=12.2, Synergy_ZIP=-4.15, Synergy_Bliss=-0.0791, Synergy_Loewe=-73.2, Synergy_HSA=-1.88.